This data is from Full USPTO retrosynthesis dataset with 1.9M reactions from patents (1976-2016). The task is: Predict the reactants needed to synthesize the given product. Given the product [F:30][C:31]1[CH:39]=[CH:38][C:34]([CH:35]([NH:37][C:2]2[N:7]=[C:6]([O:8][C:9]3[CH:10]=[CH:11][CH:12]=[C:13]4[C:18]=3[N:17]=[C:16]([NH2:19])[CH:15]=[CH:14]4)[CH:5]=[C:4]([C:20]3[CH:21]=[CH:22][C:23]([C:26]([F:28])([F:29])[F:27])=[CH:24][CH:25]=3)[N:3]=2)[CH3:36])=[CH:33][CH:32]=1, predict the reactants needed to synthesize it. The reactants are: Cl[C:2]1[N:7]=[C:6]([O:8][C:9]2[CH:10]=[CH:11][CH:12]=[C:13]3[C:18]=2[N:17]=[C:16]([NH2:19])[CH:15]=[CH:14]3)[CH:5]=[C:4]([C:20]2[CH:25]=[CH:24][C:23]([C:26]([F:29])([F:28])[F:27])=[CH:22][CH:21]=2)[N:3]=1.[F:30][C:31]1[CH:39]=[CH:38][C:34]([CH:35]([NH2:37])[CH3:36])=[CH:33][CH:32]=1.